From a dataset of Full USPTO retrosynthesis dataset with 1.9M reactions from patents (1976-2016). Predict the reactants needed to synthesize the given product. (1) Given the product [Cl:1][C:2]1[CH:17]=[CH:16][C:5]([O:6][CH:7]([CH3:15])[CH2:8][CH2:9][O:10][C:35]2[CH:36]=[CH:37][C:32]([CH:30]3[CH2:31][C@H:29]3[C:27]([OH:28])=[O:26])=[C:33]([CH3:39])[CH:34]=2)=[C:4]([O:18][C:19]2[CH:24]=[CH:23][CH:22]=[CH:21][CH:20]=2)[CH:3]=1, predict the reactants needed to synthesize it. The reactants are: [Cl:1][C:2]1[CH:17]=[CH:16][C:5]([O:6][C@H:7]([CH3:15])[CH2:8][CH2:9][O:10]S(C)(=O)=O)=[C:4]([O:18][C:19]2[CH:24]=[CH:23][CH:22]=[CH:21][CH:20]=2)[CH:3]=1.C[O:26][C:27]([CH:29]1[CH2:31][CH:30]1[C:32]1[CH:37]=[CH:36][C:35](O)=[CH:34][C:33]=1[CH3:39])=[O:28]. (2) Given the product [C:1]([O:5][C:6](=[O:28])[NH:7][C@H:8]1[CH2:12][C@@H:11]([CH2:13][NH:14][C:15]([O:17][C:18]([CH3:21])([CH3:20])[CH3:19])=[O:16])[NH:10][CH2:9]1)([CH3:3])([CH3:4])[CH3:2], predict the reactants needed to synthesize it. The reactants are: [C:1]([O:5][C:6](=[O:28])[NH:7][C@H:8]1[CH2:12][C@@H:11]([CH2:13][NH:14][C:15]([O:17][C:18]([CH3:21])([CH3:20])[CH3:19])=[O:16])[N:10](C(=O)C(F)(F)F)[CH2:9]1)([CH3:4])([CH3:3])[CH3:2].O[Li].O. (3) Given the product [ClH:19].[CH3:1][O:2][C:3]1[C:16]([O:17][CH3:18])=[CH:15][CH:14]=[C:5]2[C:4]=1[CH:9]([OH:10])[CH2:8][NH:7][CH2:6]2, predict the reactants needed to synthesize it. The reactants are: [CH3:1][O:2][C:3]1[CH:4]=[C:5]([CH:14]=[CH:15][C:16]=1[O:17][CH3:18])[CH2:6][NH:7][CH2:8][CH:9](OC)[O:10]C.[ClH:19].[OH-].[Na+]. (4) Given the product [Cl:20][C:18]1[C:17]([CH3:21])=[C:16]([C:22]2[CH:27]=[N:26][C:25]([N:28]([CH3:30])[CH3:29])=[N:24][CH:23]=2)[C:15]([O:31][CH3:32])=[C:14]([CH:12]([NH:11][C:2]2[N:10]=[CH:9][N:8]=[C:7]3[C:3]=2[N:4]=[CH:5][NH:6]3)[CH3:13])[CH:19]=1, predict the reactants needed to synthesize it. The reactants are: Br[C:2]1[N:10]=[CH:9][N:8]=[C:7]2[C:3]=1[N:4]=[CH:5][NH:6]2.[NH2:11][CH:12]([C:14]1[C:15]([O:31][CH3:32])=[C:16]([C:22]2[CH:23]=[N:24][C:25]([N:28]([CH3:30])[CH3:29])=[N:26][CH:27]=2)[C:17]([CH3:21])=[C:18]([Cl:20])[CH:19]=1)[CH3:13].C(N(CC)C(C)C)(C)C. (5) Given the product [CH2:1]([N:8]1[C:16]2[C:11](=[CH:12][CH:13]=[CH:14][CH:15]=2)[C:10]([C:17]([NH:19][C:20]2[CH:25]=[CH:24][C:23]([CH2:26][C:27]([OH:29])=[O:28])=[CH:22][C:21]=2[Cl:31])=[O:18])=[CH:9]1)[C:2]1[CH:3]=[CH:4][CH:5]=[CH:6][CH:7]=1, predict the reactants needed to synthesize it. The reactants are: [CH2:1]([N:8]1[C:16]2[C:11](=[CH:12][CH:13]=[CH:14][CH:15]=2)[C:10]([C:17]([NH:19][C:20]2[CH:25]=[CH:24][C:23]([CH2:26][C:27]([O:29]C)=[O:28])=[CH:22][C:21]=2[Cl:31])=[O:18])=[CH:9]1)[C:2]1[CH:7]=[CH:6][CH:5]=[CH:4][CH:3]=1.[OH-].[Na+]. (6) Given the product [F:1][C:2]1[C:3]([NH:23][C:24]2[CH:29]=[CH:28][C:27]([CH:32]=[CH2:33])=[CH:26][C:25]=2[F:31])=[C:4]([CH:9]([OH:22])[CH2:10][O:11][Si:12]([CH:19]([CH3:21])[CH3:20])([CH:16]([CH3:18])[CH3:17])[CH:13]([CH3:15])[CH3:14])[CH:5]=[CH:6][C:7]=1[F:8], predict the reactants needed to synthesize it. The reactants are: [F:1][C:2]1[C:3]([NH:23][C:24]2[CH:29]=[CH:28][C:27](I)=[CH:26][C:25]=2[F:31])=[C:4]([CH:9]([OH:22])[CH2:10][O:11][Si:12]([CH:19]([CH3:21])[CH3:20])([CH:16]([CH3:18])[CH3:17])[CH:13]([CH3:15])[CH3:14])[CH:5]=[CH:6][C:7]=1[F:8].[CH3:32][CH2:33]CCCC.C(OCC)C. (7) Given the product [O:11]1[CH2:16][CH2:15][CH2:14][CH2:13][CH:12]1[O:6][C@@H:4]1[C@H:3]2[O:7][CH2:8][C@H:9]([OH:10])[C@H:2]2[O:1][CH2:5]1, predict the reactants needed to synthesize it. The reactants are: [O:1]1[CH2:5][C@H:4]([OH:6])[C@H:3]2[O:7][CH2:8][C@H:9]([OH:10])[C@@H:2]12.[O:11]1[CH:16]=[CH:15][CH2:14][CH2:13][CH2:12]1.